This data is from Full USPTO retrosynthesis dataset with 1.9M reactions from patents (1976-2016). The task is: Predict the reactants needed to synthesize the given product. (1) The reactants are: [OH:10][CH2:11][CH2:12][S:13][CH2:14][CH2:15]OCC[O:10][CH2:11][CH2:12][S:13][CH2:14][CH2:15]CO.OCC[O:21][CH2:22][CH2:23][S:24][CH2:25][CH2:26][S:27]CCOCCO. Given the product [OH:21][CH2:22][CH2:23][S:24][CH2:25][CH2:26][S:27][CH2:15][CH2:14][S:13][CH2:12][CH2:11][OH:10], predict the reactants needed to synthesize it. (2) Given the product [Cl:8][C:9]1[C:14]([C:15]([F:18])([F:16])[F:17])=[CH:13][N:12]=[C:11]2[NH:19][CH:20]=[C:21]([NH:22][C:23](=[O:30])[C:24]3[CH:29]=[CH:28][CH:27]=[N:26][CH:25]=3)[C:10]=12, predict the reactants needed to synthesize it. The reactants are: C(N(CC)CC)C.[Cl:8][C:9]1[C:14]([C:15]([F:18])([F:17])[F:16])=[CH:13][N:12]=[C:11]2[NH:19][CH:20]=[C:21]([NH2:22])[C:10]=12.[C:23](O)(=[O:30])[C:24]1[CH:29]=[CH:28][CH:27]=[N:26][CH:25]=1.C1N(P(Cl)(N2C(=O)OCC2)=O)C(=O)OC1. (3) Given the product [Br:22][C:23]1[CH:28]=[CH:27][C:26]([C:2]2[CH:11]=[C:10]3[C:5]([N:6]=[CH:7][CH:8]=[N:9]3)=[C:4]([C:12]([NH:14][CH2:15][C:16]([O:18][CH2:19][CH3:20])=[O:17])=[O:13])[C:3]=2[OH:21])=[C:25]([F:32])[CH:24]=1, predict the reactants needed to synthesize it. The reactants are: Br[C:2]1[CH:11]=[C:10]2[C:5]([N:6]=[CH:7][CH:8]=[N:9]2)=[C:4]([C:12]([NH:14][CH2:15][C:16]([O:18][CH2:19][CH3:20])=[O:17])=[O:13])[C:3]=1[OH:21].[Br:22][C:23]1[CH:28]=[CH:27][C:26](B(O)O)=[C:25]([F:32])[CH:24]=1.C(=O)([O-])[O-].[K+].[K+]. (4) Given the product [NH2:1][CH2:2][C:3]1[CH:4]=[C:5]([C:9]2[CH:10]=[C:11]([C:19]([NH:21][C:22]3[CH:23]=[C:24](/[CH:29]=[CH:30]/[C:31]([OH:33])=[O:32])[CH:25]=[CH:26][C:27]=3[F:28])=[O:20])[C:12]3[C:17]([CH:18]=2)=[CH:16][CH:15]=[CH:14][CH:13]=3)[CH:6]=[CH:7][CH:8]=1, predict the reactants needed to synthesize it. The reactants are: [NH2:1][CH2:2][C:3]1[CH:4]=[C:5]([C:9]2[CH:10]=[C:11]([C:19]([NH:21][C:22]3[CH:23]=[C:24](/[CH:29]=[CH:30]/[C:31]([O:33]CC)=[O:32])[CH:25]=[CH:26][C:27]=3[F:28])=[O:20])[C:12]3[C:17]([CH:18]=2)=[CH:16][CH:15]=[CH:14][CH:13]=3)[CH:6]=[CH:7][CH:8]=1.O[Li].O.